This data is from Full USPTO retrosynthesis dataset with 1.9M reactions from patents (1976-2016). The task is: Predict the reactants needed to synthesize the given product. (1) Given the product [Cl:57][C:51]1[CH:52]=[CH:53][C:54]([NH:56][C:26](=[O:28])[C:25]2[CH:29]=[C:30]([CH2:33][NH:34][C:35]([C:37]([CH3:40])([CH3:39])[CH3:38])=[O:36])[CH:31]=[CH:32][C:24]=2[Cl:23])=[CH:55][C:50]=1[C:49]([NH:48][C:45]1[CH:46]=[CH:47][C:42]([Br:41])=[CH:43][CH:44]=1)=[O:58], predict the reactants needed to synthesize it. The reactants are: CN(C(ON1N=NC2C=CC=CC1=2)=[N+](C)C)C.[B-](F)(F)(F)F.[Cl:23][C:24]1[CH:32]=[CH:31][C:30]([CH2:33][NH:34][C:35]([C:37]([CH3:40])([CH3:39])[CH3:38])=[O:36])=[CH:29][C:25]=1[C:26]([OH:28])=O.[Br:41][C:42]1[CH:47]=[CH:46][C:45]([NH:48][C:49](=[O:58])[C:50]2[CH:55]=[C:54]([NH2:56])[CH:53]=[CH:52][C:51]=2[Cl:57])=[CH:44][CH:43]=1. (2) Given the product [CH2:2]([CH:18]1[CH2:17][CH:16]([CH2:15][C:10]2[CH:11]=[CH:12][CH:13]=[CH:14][N:9]=2)[O:20][C:19]1=[O:21])[CH2:1][CH3:3], predict the reactants needed to synthesize it. The reactants are: [CH:1](NC(C)C)([CH3:3])[CH3:2].[Li].[N:9]1[CH:14]=[CH:13][CH:12]=[CH:11][C:10]=1[CH2:15][CH:16]1[O:20][C:19](=[O:21])[CH2:18][CH2:17]1.C(Br)CC.C(O)(=O)C. (3) Given the product [C:30]([O:14][CH2:13][CH2:12][N:11]([CH2:15][CH2:16][C:17]([O:19][CH3:20])=[O:18])[CH2:6][CH2:5][O:4][C:1](=[O:3])[CH3:2])(=[O:31])[CH3:29], predict the reactants needed to synthesize it. The reactants are: [C:1]([O:4][C:5](=O)[CH3:6])(=[O:3])[CH3:2].OCC[N:11]([CH2:15][CH2:16][C:17]([O:19][CH3:20])=[O:18])[CH2:12][CH2:13][OH:14].C(N(CC)CC)C.C1C[O:31][CH2:30][CH2:29]1. (4) Given the product [NH2:1][C:4]1[CH:5]=[C:6]([CH2:10][CH2:11][S:12]([NH2:15])(=[O:13])=[O:14])[CH:7]=[CH:8][CH:9]=1, predict the reactants needed to synthesize it. The reactants are: [N+:1]([C:4]1[CH:5]=[C:6]([CH2:10][CH2:11][S:12]([NH2:15])(=[O:14])=[O:13])[CH:7]=[CH:8][CH:9]=1)([O-])=O.[H][H]. (5) Given the product [Cl:41][C:42]1[CH:50]=[CH:49][CH:48]=[CH:47][C:43]=1[CH:44]([O:46][C:22](=[O:31])[NH:19][C:9]1[C:10]([CH3:13])=[N:11][O:12][C:8]=1[C:5]1[CH:4]=[CH:3][C:2]([Br:1])=[CH:7][CH:6]=1)[CH3:45], predict the reactants needed to synthesize it. The reactants are: [Br:1][C:2]1[CH:7]=[CH:6][C:5]([C:8]2[O:12][N:11]=[C:10]([CH3:13])[C:9]=2C(O)=O)=[CH:4][CH:3]=1.C([N:19]([CH2:22]C)CC)C.C1(P(N=[N+]=[N-])(C2C=CC=CC=2)=[O:31])C=CC=CC=1.[Cl:41][C:42]1[CH:50]=[CH:49][CH:48]=[CH:47][C:43]=1[CH:44]([OH:46])[CH3:45]. (6) Given the product [C:37]([O:36][C:34]([N:11]1[CH2:10][CH:9]2[N:26]([C:27]([O:29][C:30]([CH3:33])([CH3:32])[CH3:31])=[O:28])[CH:13]([CH2:14][C:15]([C:16]3[S:20][C:19]([CH2:21][O:22][CH2:23][CH2:24][OH:25])=[N:18][CH:17]=3)=[C:8]2[C:6]([OH:7])=[O:5])[CH2:12]1)=[O:35])([CH3:38])([CH3:39])[CH3:40], predict the reactants needed to synthesize it. The reactants are: [OH-].[Na+].C([O:5][C:6]([C:8]1[CH:9]2[N:26]([C:27]([O:29][C:30]([CH3:33])([CH3:32])[CH3:31])=[O:28])[CH:13]([CH2:14][C:15]=1[C:16]1[S:20][C:19]([CH2:21][O:22][CH2:23][CH2:24][OH:25])=[N:18][CH:17]=1)[CH2:12][N:11]([C:34]([O:36][C:37]([CH3:40])([CH3:39])[CH3:38])=[O:35])[CH2:10]2)=[O:7])C. (7) Given the product [NH2:29][C:25]1([C:23]2[O:22][N:21]=[C:20]([C:15]3[CH:16]=[CH:17][C:18]([CH3:19])=[C:13]([NH:12][C:10]([C:3]4[N:4]5[CH:9]=[CH:8][CH:7]=[CH:6][C:5]5=[N:1][CH:2]=4)=[O:11])[CH:14]=3)[N:24]=2)[CH2:26][O:27][CH2:28]1.[C:37]([OH:43])([C:39]([F:42])([F:41])[F:40])=[O:38], predict the reactants needed to synthesize it. The reactants are: [N:1]1[CH:2]=[C:3]([C:10]([NH:12][C:13]2[CH:14]=[C:15]([C:20]3[N:24]=[C:23]([C:25]4([NH:29]C(=O)OC(C)(C)C)[CH2:28][O:27][CH2:26]4)[O:22][N:21]=3)[CH:16]=[CH:17][C:18]=2[CH3:19])=[O:11])[N:4]2[CH:9]=[CH:8][CH:7]=[CH:6][C:5]=12.[C:37]([OH:43])([C:39]([F:42])([F:41])[F:40])=[O:38]. (8) Given the product [CH3:1][O:2][C:3]1[CH:11]=[C:10]([NH:12][CH:13]([C:18]2[CH:22]=[C:21]([C:23]3[CH:28]=[CH:27][CH:26]=[CH:25][CH:24]=3)[O:20][C:19]=2[CH3:29])[CH2:14][CH:15]([CH3:16])[CH3:17])[CH:9]=[CH:8][C:4]=1[C:53]([N:31]([CH3:30])[CH2:32][CH2:33][C:34]([OH:36])=[O:35])=[O:52], predict the reactants needed to synthesize it. The reactants are: [CH3:1][O:2][C:3]1[CH:11]=[C:10]([NH:12][CH:13]([C:18]2[CH:22]=[C:21]([C:23]3[CH:28]=[CH:27][CH:26]=[CH:25][CH:24]=3)[O:20][C:19]=2[CH3:29])[CH2:14][CH:15]([CH3:17])[CH3:16])[CH:9]=[CH:8][C:4]=1C(O)=O.[CH3:30][NH:31][CH2:32][CH2:33][C:34]([O:36]CC)=[O:35].Cl.C(N=C=NCCCN(C)C)C.O.[OH:52][C:53]1C2N=NNC=2C=CC=1. (9) Given the product [C:1]([O:5][C:6](=[O:30])[CH2:7][O:8][C:9]1[CH:14]=[CH:13][C:12]([Cl:15])=[CH:11][C:10]=1[C:16]#[C:17][C:18]1[CH:19]=[C:20]([S:24]([CH3:27])(=[O:25])=[O:26])[CH:21]=[CH:22][C:23]=1[CH2:31][CH3:32])([CH3:3])([CH3:2])[CH3:4], predict the reactants needed to synthesize it. The reactants are: [C:1]([O:5][C:6](=[O:30])[CH2:7][O:8][C:9]1[CH:14]=[CH:13][C:12]([Cl:15])=[CH:11][C:10]=1[C:16]#[C:17][C:18]1[CH:23]=[CH:22][CH:21]=[C:20]([S:24]([CH2:27]CC)(=[O:26])=[O:25])[CH:19]=1)([CH3:4])([CH3:3])[CH3:2].[C:31](OC(=O)COC1C=CC(Cl)=CC=1C#C)(C)(C)[CH3:32].C(C1C=CC(S(C)(=O)=O)=CC=1I)C.